Task: Predict the reaction yield, written as a fraction of the theoretical maximum amount of product (1.0 means a 100% yield; for example, 0.34 means a 34% yield).. Dataset: Reaction yield outcomes from USPTO patents with 853,638 reactions (1) The reactants are [N:1]([C:4]1[CH:9]=[CH:8][C:7]([CH2:10][CH2:11][C:12]([OH:14])=[O:13])=[CH:6][CH:5]=1)=[N+:2]=[N-:3].[C:15]([C:17]1[C:25]2[C:20](=[CH:21][CH:22]=[CH:23][CH:24]=2)[NH:19][N:18]=1)#[CH:16]. The catalyst is O1CCOCC1.O.C(Cl)Cl.CCCCCCC.O.O.O.O.O.S([O-])([O-])(=O)=O.[Cu+2]. The product is [NH:19]1[C:20]2[C:25](=[CH:24][CH:23]=[CH:22][CH:21]=2)[C:17]([C:15]2[N:3]=[N:2][N:1]([C:4]3[CH:5]=[CH:6][C:7]([CH2:10][CH2:11][C:12]([OH:14])=[O:13])=[CH:8][CH:9]=3)[CH:16]=2)=[N:18]1. The yield is 0.750. (2) The catalyst is CN(C=O)C.C1(C)C=CC=CC=1.O.C([O-])(=O)C.[Pd+2].C([O-])(=O)C. The reactants are Br[C:2]1[N:3]=[C:4]2[C:10]([C:11]([NH:13][C:14]([CH3:17])([CH3:16])[CH3:15])=[O:12])=[CH:9][N:8]([CH2:18][O:19][CH2:20][CH2:21][Si:22]([CH3:25])([CH3:24])[CH3:23])[C:5]2=[N:6][CH:7]=1.[CH3:26][C:27]1[CH:31]=[C:30]([NH2:32])[NH:29][N:28]=1.C1C=CC(P(C2C(C3C(P(C4C=CC=CC=4)C4C=CC=CC=4)=CC=C4C=3C=CC=C4)=C3C(C=CC=C3)=CC=2)C2C=CC=CC=2)=CC=1.CC(C)([O-])C.[Na+]. The product is [C:14]([NH:13][C:11]([C:10]1[C:4]2[C:5](=[N:6][CH:7]=[C:2]([NH:32][C:30]3[NH:29][N:28]=[C:27]([CH3:26])[CH:31]=3)[N:3]=2)[N:8]([CH2:18][O:19][CH2:20][CH2:21][Si:22]([CH3:25])([CH3:24])[CH3:23])[CH:9]=1)=[O:12])([CH3:17])([CH3:16])[CH3:15]. The yield is 0.173. (3) The reactants are CO[C:3](=[O:27])[C:4]1[CH:9]=[CH:8][C:7]([O:10][CH2:11][C:12]2[C:13]([C:21]3[CH:26]=[CH:25][CH:24]=[CH:23][CH:22]=3)=[N:14][O:15][C:16]=2[C:17]([F:20])([F:19])[F:18])=[N:6][CH:5]=1.COC(=O)C1C=CC(OC[C:39]2[C:40]([C:45]3[CH:50]=CC=C(F)C=3)=[N:41][O:42][C:43]=2C)=NC=1.NC1CCOCC1. No catalyst specified. The product is [C:21]1([C:13]2[C:12]([CH2:11][O:10][C:7]3[CH:8]=[CH:9][C:4]([C:3]([NH:41][CH:40]4[CH2:45][CH2:50][O:42][CH2:43][CH2:39]4)=[O:27])=[CH:5][N:6]=3)=[C:16]([C:17]([F:19])([F:20])[F:18])[O:15][N:14]=2)[CH:26]=[CH:25][CH:24]=[CH:23][CH:22]=1. The yield is 0.940. (4) The reactants are C([O:3][C:4]([C:6]1[CH:32]=[CH:31][CH:30]=[CH:29][C:7]=1[CH2:8][C:9]1[S:10][C:11]2[N:12]=[CH:13][N:14]=[C:15]([NH:18][C:19]3[CH:24]=[CH:23][C:22]([C:25]([F:28])([F:27])[F:26])=[CH:21][CH:20]=3)[C:16]=2[N:17]=1)=[CH2:5])C.Cl. The catalyst is C1COCC1.CCOC(C)=O. The product is [F:27][C:25]([F:26])([F:28])[C:22]1[CH:23]=[CH:24][C:19]([NH:18][C:15]2[C:16]3[N:17]=[C:9]([CH2:8][C:7]4[CH:29]=[CH:30][CH:31]=[CH:32][C:6]=4[C:4](=[O:3])[CH3:5])[S:10][C:11]=3[N:12]=[CH:13][N:14]=2)=[CH:20][CH:21]=1. The yield is 0.690. (5) The reactants are Cl.[NH2:2][C@@H:3]1[CH2:8][CH2:7][CH2:6][N:5]([C:9]2[CH:14]=[CH:13][C:12]([C:15]([NH2:17])=[O:16])=[C:11]([NH:18][C:19]3[CH:24]=[CH:23][C:22]([C:25]([N:27]4[CH2:32][CH2:31][O:30][CH2:29][CH2:28]4)=[O:26])=[CH:21][CH:20]=3)[N:10]=2)[CH2:4]1.C(Cl)Cl.C[CH2:37][N:38](C(C)C)C(C)C.N#CBr. No catalyst specified. The product is [C:37]([NH:2][C@@H:3]1[CH2:8][CH2:7][CH2:6][N:5]([C:9]2[CH:14]=[CH:13][C:12]([C:15]([NH2:17])=[O:16])=[C:11]([NH:18][C:19]3[CH:20]=[CH:21][C:22]([C:25]([N:27]4[CH2:32][CH2:31][O:30][CH2:29][CH2:28]4)=[O:26])=[CH:23][CH:24]=3)[N:10]=2)[CH2:4]1)#[N:38]. The yield is 0.100. (6) The product is [NH2:1][CH2:4][C:5]([C:7]1[CH:12]=[CH:11][C:10]([Br:13])=[CH:9][CH:8]=1)=[O:6]. The reactants are [N:1]([CH2:4][C:5]([C:7]1[CH:12]=[CH:11][C:10]([Br:13])=[CH:9][CH:8]=1)=[O:6])=[N+]=[N-]. The yield is 0.600. The catalyst is CO.[Pd].